This data is from Forward reaction prediction with 1.9M reactions from USPTO patents (1976-2016). The task is: Predict the product of the given reaction. (1) Given the reactants Br[CH2:2][CH2:3][CH2:4][C:5]([C:11]1[CH:16]=[CH:15][C:14]([O:17][CH3:18])=[C:13]([O:19][CH3:20])[CH:12]=1)([CH:8]([CH3:10])[CH3:9])[C:6]#[N:7].[CH3:21][O:22][C:23]1[CH:32]=[CH:31][C:30]([CH2:33][CH2:34][NH:35][CH3:36])=[CH:29][C:24]=1[C:25]([O:27][CH3:28])=[O:26], predict the reaction product. The product is: [C:6]([C:5]([C:11]1[CH:16]=[CH:15][C:14]([O:17][CH3:18])=[C:13]([O:19][CH3:20])[CH:12]=1)([CH:8]([CH3:10])[CH3:9])[CH2:4][CH2:3][CH2:2][N:35]([CH3:36])[CH2:34][CH2:33][C:30]1[CH:31]=[CH:32][C:23]([O:22][CH3:21])=[C:24]([CH:29]=1)[C:25]([O:27][CH3:28])=[O:26])#[N:7]. (2) The product is: [C:2]([O:6][C:7](=[O:11])[CH2:8][CH2:9][NH2:10])([CH3:5])([CH3:4])[CH3:3]. Given the reactants Cl.[C:2]([O:6][C:7](=[O:11])[CH2:8][CH2:9][NH2:10])([CH3:5])([CH3:4])[CH3:3].C(N(CC)CC)C, predict the reaction product. (3) Given the reactants [CH2:1]([NH:3][C:4](=[O:36])[NH:5][C:6]1[CH:11]=[CH:10][C:9]([C:12]2[N:13]=[C:14]([N:29]3[CH2:34][CH2:33][O:32][CH2:31][C@@H:30]3[CH3:35])[C:15]3[CH2:21][CH2:20][N:19]([C:22]([O:24][C:25]([CH3:28])([CH3:27])[CH3:26])=[O:23])[CH2:18][C:16]=3[N:17]=2)=[CH:8][CH:7]=1)[CH3:2].[CH:37]1(NC(NC2C=CC(B3OC(C)(C)C(C)(C)O3)=CC=2)=O)CC1, predict the reaction product. The product is: [CH:1]1([NH:3][C:4](=[O:36])[NH:5][C:6]2[CH:11]=[CH:10][C:9]([C:12]3[N:13]=[C:14]([N:29]4[CH2:34][CH2:33][O:32][CH2:31][CH:30]4[CH3:35])[C:15]4[CH2:21][CH2:20][N:19]([C:22]([O:24][C:25]([CH3:28])([CH3:26])[CH3:27])=[O:23])[CH2:18][C:16]=4[N:17]=3)=[CH:8][CH:7]=2)[CH2:37][CH2:2]1.